From a dataset of HIV replication inhibition screening data with 41,000+ compounds from the AIDS Antiviral Screen. Binary Classification. Given a drug SMILES string, predict its activity (active/inactive) in a high-throughput screening assay against a specified biological target. The drug is CC(C)N(C(F)=NC(=O)Nc1ccccc1C(F)(F)F)C(C)C. The result is 0 (inactive).